From a dataset of Full USPTO retrosynthesis dataset with 1.9M reactions from patents (1976-2016). Predict the reactants needed to synthesize the given product. Given the product [O:1]=[C:2]([CH3:17])[CH2:3][CH2:4][C:5]1[CH:6]=[CH:7][C:8]2[N:9]([C:11]([C:14]([OH:16])=[O:15])=[CH:12][N:13]=2)[CH:10]=1, predict the reactants needed to synthesize it. The reactants are: [O:1]=[C:2]([CH3:17])[CH2:3][CH2:4][C:5]1[CH:6]=[CH:7][C:8]2[N:9]([C:11]([C:14]([O-:16])=[O:15])=[CH:12][N:13]=2)[CH:10]=1.[Li+].[OH-].C(O)(=O)CC(CC(O)=O)(C(O)=O)O.